This data is from Catalyst prediction with 721,799 reactions and 888 catalyst types from USPTO. The task is: Predict which catalyst facilitates the given reaction. (1) Reactant: C(OC([N:8]1[CH2:14][CH2:13][C:12]2[C:15]([S:20][C:21](N(C)C)=O)=[C:16]([Cl:19])[CH:17]=[CH:18][C:11]=2[CH2:10][CH2:9]1)=O)(C)(C)C.Cl.[N:27]1[CH:32]=[CH:31][CH:30]=[CH:29][C:28]=1CCl. Product: [ClH:19].[Cl:19][C:16]1[CH:17]=[CH:18][C:11]2[CH2:10][CH2:9][NH:8][CH2:14][CH2:13][C:12]=2[C:15]=1[S:20][CH2:21][C:28]1[CH:29]=[CH:30][CH:31]=[CH:32][N:27]=1. The catalyst class is: 27. (2) Reactant: [NH2:1][C:2]1[C:3]([CH3:13])=[C:4]([CH:9]=[C:10]([Cl:12])[CH:11]=1)[C:5]([O:7][CH3:8])=[O:6].[C@@H:14]12[O:19][C@H:18]1[CH2:17][O:16][CH2:15]2. Product: [Cl:12][C:10]1[CH:11]=[C:2]([NH:1][C@H:18]2[C@H:14]([OH:19])[CH2:15][O:16][CH2:17]2)[C:3]([CH3:13])=[C:4]([CH:9]=1)[C:5]([O:7][CH3:8])=[O:6]. The catalyst class is: 10.